Dataset: Full USPTO retrosynthesis dataset with 1.9M reactions from patents (1976-2016). Task: Predict the reactants needed to synthesize the given product. (1) Given the product [Cl:17][C:11]1[C:10]([CH3:18])=[C:9]([C:6]2[CH:7]=[CH:8][N:4]([CH2:3][C@H:2]([NH:1][C:30]([C:28]3[NH:27][N:26]=[C:25]([C:21]4[O:20][CH:24]=[CH:23][CH:22]=4)[CH:29]=3)=[O:31])[CH3:19])[N:5]=2)[CH:16]=[CH:15][C:12]=1[C:13]#[N:14], predict the reactants needed to synthesize it. The reactants are: [NH2:1][C@H:2]([CH3:19])[CH2:3][N:4]1[CH:8]=[CH:7][C:6]([C:9]2[CH:16]=[CH:15][C:12]([C:13]#[N:14])=[C:11]([Cl:17])[C:10]=2[CH3:18])=[N:5]1.[O:20]1[CH:24]=[CH:23][CH:22]=[C:21]1[C:25]1[CH:29]=[C:28]([C:30](O)=[O:31])[NH:27][N:26]=1.CCN(C(C)C)C(C)C.C1C=CC2N(O)N=NC=2C=1.CCN=C=NCCCN(C)C. (2) Given the product [F:1][C:2]1[C:3]([CH3:10])=[C:4]([CH:5]2[C:19]([C:20]([O:22][CH2:23][CH3:24])=[O:21])=[C:18]([CH2:25][CH2:26][CH3:27])[NH:11][C:12]3=[N:13][NH:14][CH:15]=[C:16]23)[CH:7]=[CH:8][CH:9]=1, predict the reactants needed to synthesize it. The reactants are: [F:1][C:2]1[C:3]([CH3:10])=[C:4]([CH:7]=[CH:8][CH:9]=1)[CH:5]=O.[NH2:11][C:12]1[CH:16]=[CH:15][NH:14][N:13]=1.O=[C:18]([CH2:25][CH2:26][CH3:27])[CH2:19][C:20]([O:22][CH2:23][CH3:24])=[O:21]. (3) Given the product [Cl:1][C:2]1[CH:7]=[CH:6][C:5]([CH2:8][CH:9]2[CH:13]([C:15]3[CH:16]=[CH:17][C:18]([F:21])=[CH:19][CH:20]=3)[O:53][C:51](=[O:36])[NH:48]2)=[CH:4][C:3]=1[O:22][C:23]([F:27])([F:28])[CH:24]([F:26])[F:25], predict the reactants needed to synthesize it. The reactants are: [Cl:1][C:2]1[CH:7]=[CH:6][C:5]([CH2:8][CH:9]([CH:13]([C:15]2[CH:20]=[CH:19][C:18]([F:21])=[CH:17][CH:16]=2)O)C(O)=O)=[CH:4][C:3]=1[O:22][C:23]([F:28])([F:27])[CH:24]([F:26])[F:25].C1(P(N=[N+]=[N-])(C2C=CC=CC=2)=[O:36])C=CC=CC=1.C([N:48]([CH2:51]C)CC)C.[OH2:53]. (4) Given the product [CH3:1][O:2][C:3]1[CH:20]=[CH:19][C:6]([O:7][C:8]2[CH:13]=[CH:12][C:11]([C:14]3[CH:15]=[CH:16][NH:23][N:22]=3)=[CH:10][CH:9]=2)=[CH:5][CH:4]=1, predict the reactants needed to synthesize it. The reactants are: [CH3:1][O:2][C:3]1[CH:20]=[CH:19][C:6]([O:7][C:8]2[CH:13]=[CH:12][C:11]([C:14](=O)[CH2:15][CH:16]=O)=[CH:10][CH:9]=2)=[CH:5][CH:4]=1.O.[NH2:22][NH2:23].C(O)(=O)C. (5) Given the product [NH:17]([C:13]1[N:12]=[C:11]([C:10]2[C:9]([C:24]3[CH:29]=[CH:28][C:27]([F:30])=[CH:26][CH:25]=3)=[N:8][N:5]3[CH:6]=[CH:7][C:2]([NH:94][CH:89]4[CH2:93][CH2:92][CH2:91][CH2:90]4)=[CH:3][C:4]=23)[CH:16]=[CH:15][N:14]=1)[C:18]1[CH:23]=[CH:22][CH:21]=[CH:20][CH:19]=1, predict the reactants needed to synthesize it. The reactants are: Cl[C:2]1[CH:7]=[CH:6][N:5]2[N:8]=[C:9]([C:24]3[CH:29]=[CH:28][C:27]([F:30])=[CH:26][CH:25]=3)[C:10]([C:11]3[CH:16]=[CH:15][N:14]=[C:13]([NH:17][C:18]4[CH:23]=[CH:22][CH:21]=[CH:20][CH:19]=4)[N:12]=3)=[C:4]2[CH:3]=1.C1(P(C2C=CC=CC=2)C2C=CC3C(=CC=CC=3)C=2C2C3C(=CC=CC=3)C=CC=2P(C2C=CC=CC=2)C2C=CC=CC=2)C=CC=CC=1.C(=O)([O-])[O-].[Cs+].[Cs+].C(OCC)(=O)C.[CH:89]1([NH2:94])[CH2:93][CH2:92][CH2:91][CH2:90]1. (6) The reactants are: [ClH:1].[N:2]12[CH2:9][CH2:8][CH:5]([CH2:6][CH2:7]1)[C@@H:4]([NH:10][C:11]([C:13]1[S:14][C:15]3[C:21]([C:22]4[CH:23]=[C:24]([CH:28]=[CH:29][CH:30]=4)[C:25](O)=[O:26])=[CH:20][CH:19]=[CH:18][C:16]=3[CH:17]=1)=[O:12])[CH2:3]2.[CH:31]1([NH2:34])[CH2:33][CH2:32]1. Given the product [ClH:1].[N:2]12[CH2:9][CH2:8][CH:5]([CH2:6][CH2:7]1)[C@@H:4]([NH:10][C:11]([C:13]1[S:14][C:15]3[C:21]([C:22]4[CH:30]=[CH:29][CH:28]=[C:24]([C:25]([NH:34][CH:31]5[CH2:33][CH2:32]5)=[O:26])[CH:23]=4)=[CH:20][CH:19]=[CH:18][C:16]=3[CH:17]=1)=[O:12])[CH2:3]2, predict the reactants needed to synthesize it. (7) Given the product [Br:9][C:10]1[CH:11]=[C:12]([CH:25]=[CH:26][CH:27]=1)[CH2:13][CH:14]([CH2:15][OH:16])[CH2:20][OH:21], predict the reactants needed to synthesize it. The reactants are: C1(C)C=CC=CC=1.[H-].[Br:9][C:10]1[CH:11]=[C:12]([CH:25]=[CH:26][CH:27]=1)[CH2:13][CH:14]([C:20](OCC)=[O:21])[C:15](OCC)=[O:16].Cl. (8) Given the product [CH3:30][O:31][C:2]1[C:3]([C:19]#[N:23])=[CH:4][N:5]=[C:6]([O:8][CH2:9][CH2:10][CH2:11][CH:12]2[CH2:17][CH2:16][N:15]([CH3:18])[CH2:14][CH2:13]2)[CH:7]=1, predict the reactants needed to synthesize it. The reactants are: Cl[C:2]1[CH:7]=[C:6]([O:8][CH2:9][CH2:10][CH2:11][CH:12]2[CH2:17][CH2:16][N:15]([CH3:18])[CH2:14][CH2:13]2)[N:5]=[CH:4][C:3]=1[C:19]1[NH:23]C2C=CC(F)=C(C)C=2N=1.[CH3:30][O-:31].[Na+]. (9) Given the product [ClH:31].[CH3:1][C:2]1[CH:3]=[N:4][NH:5][C:6]=1[C:7]1[CH:16]=[C:15]2[C:10]([CH:11]=[C:12]([NH:17][C:18]([CH:20]3[CH2:22][CH2:21]3)=[O:19])[N:13]=[CH:14]2)=[CH:9][CH:8]=1, predict the reactants needed to synthesize it. The reactants are: [CH3:1][C:2]1[CH:3]=[N:4][N:5](C2CCCCO2)[C:6]=1[C:7]1[CH:16]=[C:15]2[C:10]([CH:11]=[C:12]([NH:17][C:18]([CH:20]3[CH2:22][CH2:21]3)=[O:19])[N:13]=[CH:14]2)=[CH:9][CH:8]=1.CO.[ClH:31].